From a dataset of Forward reaction prediction with 1.9M reactions from USPTO patents (1976-2016). Predict the product of the given reaction. (1) Given the reactants [Cl:1][C:2]1[CH:10]=[CH:9][CH:8]=[C:7]([Cl:11])[C:3]=1[C:4]([OH:6])=O.[CH:12]1([CH2:15][CH:16]([C:19]2[CH:20]=[N:21][C:22]([CH:25]([F:27])[F:26])=[CH:23][CH:24]=2)[CH2:17][NH2:18])[CH2:14][CH2:13]1, predict the reaction product. The product is: [Cl:11][C:7]1[CH:8]=[CH:9][CH:10]=[C:2]([Cl:1])[C:3]=1[C:4]([NH:18][CH2:17][CH:16]([C:19]1[CH:20]=[N:21][C:22]([CH:25]([F:27])[F:26])=[CH:23][CH:24]=1)[CH2:15][CH:12]1[CH2:13][CH2:14]1)=[O:6]. (2) The product is: [C:1]([O:5][C:6]([N:8]1[CH2:13][CH2:12][N:11]([CH2:14][C:15]2[CH:20]=[CH:19][C:18]([C:21]3[NH:22][C:23](=[O:32])[C:24]4[C:29]([CH:30]=3)=[C:28]([CH2:34][CH3:35])[CH:27]=[CH:26][CH:25]=4)=[CH:17][CH:16]=2)[CH2:10][CH2:9]1)=[O:7])([CH3:4])([CH3:3])[CH3:2]. Given the reactants [C:1]([O:5][C:6]([N:8]1[CH2:13][CH2:12][N:11]([CH2:14][C:15]2[CH:20]=[CH:19][C:18]([C:21]3[NH:22][C:23](=[O:32])[C:24]4[C:29]([CH:30]=3)=[C:28](Br)[CH:27]=[CH:26][CH:25]=4)=[CH:17][CH:16]=2)[CH2:10][CH2:9]1)=[O:7])([CH3:4])([CH3:3])[CH3:2].[Al](CC)(CC)[CH2:34][CH3:35], predict the reaction product. (3) Given the reactants [C:1]([C:5]1[N:6]([CH3:23])[C:7](=[O:22])[C:8]2[C:13]([C:14]=1[C:15]1[CH:20]=[CH:19][CH:18]=[CH:17][CH:16]=1)=[CH:12][C:11]([OH:21])=[CH:10][CH:9]=2)([CH3:4])([CH3:3])[CH3:2].[C:24]1([CH2:30][CH2:31][CH2:32][CH2:33]I)[CH:29]=[CH:28][CH:27]=[CH:26][CH:25]=1.C(=O)([O-])[O-].[Cs+].[Cs+], predict the reaction product. The product is: [C:1]([C:5]1[N:6]([CH3:23])[C:7](=[O:22])[C:8]2[C:13]([C:14]=1[C:15]1[CH:16]=[CH:17][CH:18]=[CH:19][CH:20]=1)=[CH:12][C:11]([O:21][CH2:33][CH2:32][CH2:31][CH2:30][C:24]1[CH:29]=[CH:28][CH:27]=[CH:26][CH:25]=1)=[CH:10][CH:9]=2)([CH3:4])([CH3:2])[CH3:3]. (4) The product is: [Cl:20][C:5]1[CH:23]=[C:22]([O:21][CH3:25])[CH:2]=[CH:3][C:4]=1[B:11]([OH:16])[OH:10]. Given the reactants [I-].[CH2:2]([Li])[CH2:3][CH2:4][CH3:5].C([O:10][B:11]([O:16]C(C)C)OC(C)C)(C)C.[ClH:20].[O:21]1[CH2:25]C[CH2:23][CH2:22]1, predict the reaction product. (5) Given the reactants [NH2:1][C:2]1[CH:10]=[CH:9][C:5]([C:6]([OH:8])=[O:7])=[CH:4][N:3]=1.[CH2:11](O)[CH3:12], predict the reaction product. The product is: [NH2:1][C:2]1[CH:10]=[CH:9][C:5]([C:6]([O:8][CH2:11][CH3:12])=[O:7])=[CH:4][N:3]=1. (6) Given the reactants [Cl:1][C:2]1[C:7]([F:8])=[C:6]([O:9][CH3:10])[CH:5]=[CH:4][C:3]=1[CH:11]([NH:21][C:22]1[CH:31]=[C:30]([F:32])[CH:29]=[C:28]2[C:23]=1[CH:24]=[CH:25][C:26](=[O:33])[NH:27]2)[C:12]([OH:20])([CH2:17][O:18][CH3:19])[C:13]([F:16])([F:15])[F:14].[F:34][C:35]1[N:40]=[CH:39][C:38](B(O)O)=[CH:37][CH:36]=1.O.N1C=CC=CC=1, predict the reaction product. The product is: [Cl:1][C:2]1[C:7]([F:8])=[C:6]([O:9][CH3:10])[CH:5]=[CH:4][C:3]=1[CH:11]([NH:21][C:22]1[CH:31]=[C:30]([F:32])[CH:29]=[C:28]2[C:23]=1[CH:24]=[CH:25][C:26](=[O:33])[N:27]2[C:38]1[CH:39]=[N:40][C:35]([F:34])=[CH:36][CH:37]=1)[C:12]([OH:20])([CH2:17][O:18][CH3:19])[C:13]([F:15])([F:16])[F:14]. (7) Given the reactants C(OC(=O)[NH:10][C:11]1[C:12]([C:22]2[NH:23][C:24]([CH3:31])=[C:25]([C:27]([F:30])([F:29])[F:28])[N:26]=2)=[N:13][N:14]([CH:16]2[CH2:21][CH2:20][CH2:19][CH2:18][O:17]2)[CH:15]=1)C1C=CC=CC=1, predict the reaction product. The product is: [CH3:31][C:24]1[NH:23][C:22]([C:12]2[C:11]([NH2:10])=[CH:15][N:14]([CH:16]3[CH2:21][CH2:20][CH2:19][CH2:18][O:17]3)[N:13]=2)=[N:26][C:25]=1[C:27]([F:30])([F:28])[F:29].